From a dataset of TCR-epitope binding with 47,182 pairs between 192 epitopes and 23,139 TCRs. Binary Classification. Given a T-cell receptor sequence (or CDR3 region) and an epitope sequence, predict whether binding occurs between them. (1) The epitope is YEGNSPFHPL. The TCR CDR3 sequence is CASSLFGGSGGADEQFF. Result: 0 (the TCR does not bind to the epitope). (2) The epitope is MMISAGFSL. The TCR CDR3 sequence is CASSYSDFNNEQFF. Result: 0 (the TCR does not bind to the epitope). (3) The epitope is KAYNVTQAF. The TCR CDR3 sequence is CASSLDPEDEQFF. Result: 1 (the TCR binds to the epitope). (4) The epitope is RLRAEAQVK. The TCR CDR3 sequence is CASSDLNQPQHF. Result: 0 (the TCR does not bind to the epitope). (5) The epitope is FLRGRAYGL. The TCR CDR3 sequence is CASRKTGYTGELFF. Result: 0 (the TCR does not bind to the epitope). (6) The epitope is ARMILMTHF. The TCR CDR3 sequence is CASSLAGALYTGELFF. Result: 0 (the TCR does not bind to the epitope). (7) The epitope is SSTFNVPMEKLK. The TCR CDR3 sequence is CASSKGTGEMIQPQHF. Result: 0 (the TCR does not bind to the epitope).